This data is from Forward reaction prediction with 1.9M reactions from USPTO patents (1976-2016). The task is: Predict the product of the given reaction. (1) Given the reactants [O:1]1[CH:5]=[CH:4][CH:3]([C:6]2[CH:13]=[CH:12][CH:11]=[CH:10][C:7]=2[C:8]#[N:9])[CH2:2]1.[O:14]1[CH2:18][CH:17]=[CH:16][CH:15]1[C:19]1[CH:26]=[CH:25][CH:24]=[CH:23][C:20]=1[C:21]#[N:22], predict the reaction product. The product is: [O:14]1[CH2:18][CH2:17][CH2:16][CH:15]1[C:19]1[CH:20]=[C:23]([CH:24]=[CH:25][CH:26]=1)[C:8]#[N:9].[O:1]1[CH2:5][CH2:4][CH:3]([C:6]2[CH:7]=[C:10]([CH:11]=[CH:12][CH:13]=2)[C:21]#[N:22])[CH2:2]1. (2) Given the reactants F[C:2]1[CH:3]=[C:4]([CH:11]=[CH:12][C:13]=1[N+:14]([O-:16])=[O:15])[CH2:5][N:6]1[CH:10]=[CH:9][N:8]=[CH:7]1.[NH3:17], predict the reaction product. The product is: [N:6]1([CH2:5][C:4]2[CH:11]=[CH:12][C:13]([N+:14]([O-:16])=[O:15])=[C:2]([NH2:17])[CH:3]=2)[CH:10]=[CH:9][N:8]=[CH:7]1.